From a dataset of Reaction yield outcomes from USPTO patents with 853,638 reactions. Predict the reaction yield, written as a fraction of the theoretical maximum amount of product (1.0 means a 100% yield; for example, 0.34 means a 34% yield). (1) The reactants are [Br:1][C:2]1[CH:3]=[CH:4][C:5]([F:20])=[C:6]([C@@:8]([NH:13][S@@:14]([C:16]([CH3:19])([CH3:18])[CH3:17])=[O:15])([CH2:10][CH2:11][OH:12])[CH3:9])[CH:7]=1.CC(OI1(OC(C)=O)(OC(C)=O)OC(=O)C2C1=CC=CC=2)=O. The catalyst is C(Cl)Cl. The product is [Br:1][C:2]1[CH:3]=[CH:4][C:5]([F:20])=[C:6]([C@@:8]([NH:13][S@@:14]([C:16]([CH3:19])([CH3:18])[CH3:17])=[O:15])([CH2:10][CH:11]=[O:12])[CH3:9])[CH:7]=1. The yield is 0.600. (2) The reactants are [C:1]([NH:4][C:5]1[CH:10]=[C:9]([C:11]2[S:15][C:14]([C:16]([O:18]CC)=[O:17])=[C:13]([CH2:21][C:22]3[CH:27]=[CH:26][C:25]([Cl:28])=[CH:24][CH:23]=3)[C:12]=2[C:29]#[N:30])[CH:8]=[CH:7][N:6]=1)(=[O:3])[CH3:2].[OH-].[Li+].Cl. The catalyst is O1CCCC1.O. The product is [C:1]([NH:4][C:5]1[CH:10]=[C:9]([C:11]2[S:15][C:14]([C:16]([OH:18])=[O:17])=[C:13]([CH2:21][C:22]3[CH:23]=[CH:24][C:25]([Cl:28])=[CH:26][CH:27]=3)[C:12]=2[C:29]#[N:30])[CH:8]=[CH:7][N:6]=1)(=[O:3])[CH3:2]. The yield is 0.780. (3) The reactants are OC(C(F)(F)F)=O.Br[C:9]1[CH:10]=[C:11]2[C:16]([NH:17][C@@H:18]3[CH2:25][C@@H:21]4[CH2:22][NH:23][CH2:24][C@@H:20]4[C@H:19]3[CH3:26])=[C:15]([C:27]([NH2:29])=[O:28])[CH:14]=[N:13][N:12]2[CH:30]=1.[OH:31][C:32]([CH3:37])([CH3:36])[C:33](O)=[O:34].C(N(CC)C(C)C)(C)C.CC1(C)C(C)(C)OB([C:55]2[CH:56]=[N:57][C:58]([NH2:61])=[N:59][CH:60]=2)O1.[O-]P([O-])([O-])=O.[K+].[K+].[K+]. The catalyst is CN(C)C=O.C1C=CC(P(C2C=CC=CC=2)[C-]2C=CC=C2)=CC=1.C1C=CC(P(C2C=CC=CC=2)[C-]2C=CC=C2)=CC=1.Cl[Pd]Cl.[Fe+2]. The product is [NH2:61][C:58]1[N:59]=[CH:60][C:55]([C:9]2[CH:10]=[C:11]3[C:16]([NH:17][C@@H:18]4[CH2:25][C@@H:21]5[CH2:22][N:23]([C:33](=[O:34])[C:32]([OH:31])([CH3:37])[CH3:36])[CH2:24][C@@H:20]5[C@H:19]4[CH3:26])=[C:15]([C:27]([NH2:29])=[O:28])[CH:14]=[N:13][N:12]3[CH:30]=2)=[CH:56][N:57]=1. The yield is 0.660. (4) The reactants are [CH2:1]([O:3][C:4](=[O:14])[C:5]1[CH:10]=[C:9]([Cl:11])[C:8]([OH:12])=[C:7]([Cl:13])[CH:6]=1)C.[Na+].[I-].C([O-])([O-])=O.[K+].[K+].Br[CH2:24][CH:25]1[CH2:27][CH2:26]1. The catalyst is CC(C)=O. The product is [CH3:1][O:3][C:4](=[O:14])[C:5]1[CH:10]=[C:9]([Cl:11])[C:8]([O:12][CH2:24][CH:25]2[CH2:27][CH2:26]2)=[C:7]([Cl:13])[CH:6]=1. The yield is 0.790. (5) The catalyst is C(Cl)Cl. The product is [CH2:1]([N:3]1[C:7]2=[N:8][C:9]([CH2:49][CH3:50])=[C:10]([CH2:19][NH:20][C:21]([C:23]3[CH:28]=[CH:27][CH:26]=[C:25]([C:29]([NH:31][CH2:32][C:33]4[CH:34]=[C:35]([C:41]5[CH:46]=[CH:45][CH:44]=[C:43]([CH2:57][N:51]6[CH2:52][CH2:53][NH:54][CH2:55][CH2:56]6)[CH:42]=5)[CH:36]=[CH:37][C:38]=4[O:39][CH3:40])=[O:30])[CH:24]=3)=[O:22])[C:11]([NH:12][CH:13]3[CH2:18][CH2:17][O:16][CH2:15][CH2:14]3)=[C:6]2[CH:5]=[N:4]1)[CH3:2]. The yield is 0.630. The reactants are [CH2:1]([N:3]1[C:7]2=[N:8][C:9]([CH2:49][CH3:50])=[C:10]([CH2:19][NH:20][C:21]([C:23]3[CH:28]=[CH:27][CH:26]=[C:25]([C:29]([NH:31][CH2:32][C:33]4[CH:34]=[C:35]([C:41]5[CH:46]=[CH:45][CH:44]=[C:43](C=O)[CH:42]=5)[CH:36]=[CH:37][C:38]=4[O:39][CH3:40])=[O:30])[CH:24]=3)=[O:22])[C:11]([NH:12][CH:13]3[CH2:18][CH2:17][O:16][CH2:15][CH2:14]3)=[C:6]2[CH:5]=[N:4]1)[CH3:2].[N:51]1([C:57](OC(C)(C)C)=O)[CH2:56][CH2:55][NH:54][CH2:53][CH2:52]1.C(O[BH-](OC(=O)C)OC(=O)C)(=O)C.[Na+].CC(O)=O.